Dataset: Forward reaction prediction with 1.9M reactions from USPTO patents (1976-2016). Task: Predict the product of the given reaction. The product is: [NH2:1][CH:2]([C:3](=[O:5])[NH:13][CH2:14][CH2:15][NH:16][C:17]([O:18][C:19]([CH3:22])([CH3:21])[CH3:20])=[O:24])[C:8](=[O:10])[NH:13][CH2:14][CH2:15][NH:16][C:17]([O:18][C:19]([CH3:20])([CH3:22])[CH3:21])=[O:23]. Given the reactants [NH2:1][CH:2]([C:8]([O:10]CC)=O)[C:3]([O:5]CC)=O.[NH2:13][CH2:14][CH2:15][NH:16][C:17](=[O:23])[O:18][C:19]([CH3:22])([CH3:21])[CH3:20].[OH2:24], predict the reaction product.